Regression/Classification. Given a drug SMILES string, predict its absorption, distribution, metabolism, or excretion properties. Task type varies by dataset: regression for continuous measurements (e.g., permeability, clearance, half-life) or binary classification for categorical outcomes (e.g., BBB penetration, CYP inhibition). For this dataset (solubility_aqsoldb), we predict Y. From a dataset of Aqueous solubility values for 9,982 compounds from the AqSolDB database. (1) The drug is C=C(Cl)C(Cl)CCl. The Y is -2.42 log mol/L. (2) The compound is Nc1cccnc1N. The Y is -1.75 log mol/L. (3) The compound is CCC(C)C(O)C(C)CC. The Y is -2.51 log mol/L. (4) The molecule is CCC(C)(C)c1ccccc1. The Y is -4.50 log mol/L. (5) The compound is CC(O)CNCC(C)O. The Y is 0.815 log mol/L. (6) The compound is CCC(C(=O)O)C(=O)O. The Y is 0.732 log mol/L. (7) The compound is O=C(O)CNC(Cc1ccc(O)cc1)C(=O)O. The Y is -2.59 log mol/L. (8) The drug is CCS(=O)CCSP(=S)(OC)OC. The Y is -0.914 log mol/L.